From a dataset of Forward reaction prediction with 1.9M reactions from USPTO patents (1976-2016). Predict the product of the given reaction. (1) Given the reactants C1(C2(CC[C:16]3[C:21]([O:22][CH3:23])=[CH:20][C:19]([C:24]([CH3:28])([CH3:27])[C:25]#[N:26])=[C:18]([F:29])[CH:17]=3)CC(O)=CC(=O)O2)CCCC1.[Br:30]C1C=CC(C2(C#N)CC2)=C(F)C=1, predict the reaction product. The product is: [Br:30][C:16]1[C:21]([O:22][CH3:23])=[CH:20][C:19]([C:24]([CH3:28])([CH3:27])[C:25]#[N:26])=[C:18]([F:29])[CH:17]=1. (2) Given the reactants [Br:1]Br.[CH3:3][O:4][C:5](=[O:28])[CH2:6][CH:7]([C:22]1[CH:27]=[CH:26][CH:25]=[CH:24][CH:23]=1)[C:8]1[CH:13]=[CH:12][C:11]([C:14]([CH:16]2[CH2:21][CH2:20][CH2:19][CH2:18][CH2:17]2)=[O:15])=[CH:10][CH:9]=1.S([O-])([O-])(=O)=S.[Na+].[Na+], predict the reaction product. The product is: [CH3:3][O:4][C:5](=[O:28])[CH2:6][CH:7]([C:22]1[CH:23]=[CH:24][CH:25]=[CH:26][CH:27]=1)[C:8]1[CH:13]=[CH:12][C:11]([C:14]([C:16]2([Br:1])[CH2:21][CH2:20][CH2:19][CH2:18][CH2:17]2)=[O:15])=[CH:10][CH:9]=1. (3) The product is: [C:37]([N:33]1[CH2:32][CH2:31][CH:30]([C:23]2[CH:22]=[C:21]3[C:26]([CH2:27][CH:28]([CH3:29])[N:19]([C:17]4[CH:18]=[C:13]([N:10]5[CH2:11][CH2:12][N:7]([CH3:6])[CH2:8][CH2:9]5)[N:14]=[C:15]([NH2:36])[N:16]=4)[CH2:20]3)=[CH:25][CH:24]=2)[CH2:35][CH2:34]1)(=[O:39])[CH3:38]. Given the reactants Cl.Cl.Cl.Cl.Cl.[CH3:6][N:7]1[CH2:12][CH2:11][N:10]([C:13]2[CH:18]=[C:17]([N:19]3[CH:28]([CH3:29])[CH2:27][C:26]4[C:21](=[CH:22][C:23]([CH:30]5[CH2:35][CH2:34][NH:33][CH2:32][CH2:31]5)=[CH:24][CH:25]=4)[CH2:20]3)[N:16]=[C:15]([NH2:36])[N:14]=2)[CH2:9][CH2:8]1.[C:37](Cl)(=[O:39])[CH3:38], predict the reaction product. (4) Given the reactants O[C:2]1[CH:11]=[CH:10][C:9]([CH3:12])=[CH:8][C:3]=1[C:4]([NH:6][OH:7])=[O:5].C(C1NC=CN=1)(C1NC=CN=1)=O, predict the reaction product. The product is: [CH3:12][C:9]1[CH:10]=[CH:11][C:2]2[O:7][N:6]=[C:4]([OH:5])[C:3]=2[CH:8]=1.